From a dataset of Reaction yield outcomes from USPTO patents with 853,638 reactions. Predict the reaction yield, written as a fraction of the theoretical maximum amount of product (1.0 means a 100% yield; for example, 0.34 means a 34% yield). (1) The reactants are [CH2:1]([O:8][C:9]1[CH:10]=[C:11]([S:22][CH2:23][CH2:24][C:25](OC)=O)[CH:12]=[N:13][C:14]=1[NH:15][C:16]1[S:17][CH:18]=[C:19]([CH3:21])[N:20]=1)[C:2]1[CH:7]=[CH:6][CH:5]=[CH:4][CH:3]=1.CC([O-])(C)C.[K+].[ClH:35].[Cl:36]CC1C=[CH:42][N:41]=[CH:40][CH:39]=1.Cl. No catalyst specified. The product is [ClH:36].[ClH:35].[CH2:1]([O:8][C:9]1[C:14]([NH:15][C:16]2[S:17][CH:18]=[C:19]([CH3:21])[N:20]=2)=[N:13][CH:12]=[C:11]([S:22][CH2:23][C:24]2[CH:25]=[CH:42][N:41]=[CH:40][CH:39]=2)[CH:10]=1)[C:2]1[CH:7]=[CH:6][CH:5]=[CH:4][CH:3]=1. The yield is 0.576. (2) The reactants are [N-:1]=[N+]=[N-].[Na+].[C:5]1(=[O:15])[C:14]2[C:9](=[CH:10][CH:11]=[CH:12][CH:13]=2)[CH2:8][CH2:7][CH2:6]1.[OH-].[Na+]. The catalyst is CS(O)(=O)=O. The product is [NH:1]1[C:14]2[CH:13]=[CH:12][CH:11]=[CH:10][C:9]=2[CH2:8][CH2:7][CH2:6][C:5]1=[O:15]. The yield is 0.850. (3) The reactants are C(N(C(C)C)CC)(C)C.[Cl:10][C:11]1[CH:12]=[CH:13][C:14]2[N:19]=[C:18]([C:20]3[C:29]4[C:24](=[CH:25][CH:26]=[CH:27][CH:28]=4)[CH:23]=[CH:22][CH:21]=3)[O:17][C:16](=[O:30])[C:15]=2[CH:31]=1.[NH2:32][CH2:33][CH2:34][CH:35]1[CH2:40][CH2:39][O:38][CH2:37][CH2:36]1. No catalyst specified. The product is [Cl:10][C:11]1[CH:12]=[CH:13][C:14]([NH:19][C:18]([C:20]2[C:29]3[C:24](=[CH:25][CH:26]=[CH:27][CH:28]=3)[CH:23]=[CH:22][CH:21]=2)=[O:17])=[C:15]([C:16]([NH:32][CH2:33][CH2:34][CH:35]2[CH2:40][CH2:39][O:38][CH2:37][CH2:36]2)=[O:30])[CH:31]=1. The yield is 0.830.